Dataset: Catalyst prediction with 721,799 reactions and 888 catalyst types from USPTO. Task: Predict which catalyst facilitates the given reaction. Reactant: [I-:1].[Na+].Cl[CH2:4][C:5]1[N:6]=[C:7]([C:11]2[CH:16]=[CH:15][C:14]([O:17][CH3:18])=[CH:13][CH:12]=2)[O:8][C:9]=1[CH3:10]. Product: [I:1][CH2:4][C:5]1[N:6]=[C:7]([C:11]2[CH:16]=[CH:15][C:14]([O:17][CH3:18])=[CH:13][CH:12]=2)[O:8][C:9]=1[CH3:10]. The catalyst class is: 21.